From a dataset of Forward reaction prediction with 1.9M reactions from USPTO patents (1976-2016). Predict the product of the given reaction. The product is: [C:16]([S@@:19](/[N:21]=[CH:1]/[C:3]1[N:4]=[CH:5][N:6]([C:8]([O:10][C:11]([CH3:14])([CH3:13])[CH3:12])=[O:9])[CH:7]=1)=[O:20])([CH3:18])([CH3:17])[CH3:15]. Given the reactants [CH:1]([C:3]1[N:4]=[CH:5][N:6]([C:8]([O:10][C:11]([CH3:14])([CH3:13])[CH3:12])=[O:9])[CH:7]=1)=O.[CH3:15][C:16]([S@@:19]([NH2:21])=[O:20])([CH3:18])[CH3:17], predict the reaction product.